This data is from Forward reaction prediction with 1.9M reactions from USPTO patents (1976-2016). The task is: Predict the product of the given reaction. (1) Given the reactants C([O:5][C:6](=[O:19])[CH2:7][O:8][C:9]1[CH:14]=[CH:13][C:12]([C:15]#[N:16])=[CH:11][C:10]=1[C:17]#[CH:18])(C)(C)C.Br[C:21]1[CH:22]=[N:23][CH:24]=[C:25]([S:27]([N:30]2[CH2:33][C:32]([F:35])([F:34])[CH2:31]2)(=[O:29])=[O:28])[CH:26]=1, predict the reaction product. The product is: [C:15]([C:12]1[CH:13]=[CH:14][C:9]([O:8][CH2:7][C:6]([OH:5])=[O:19])=[C:10]([C:17]#[C:18][C:21]2[CH:22]=[N:23][CH:24]=[C:25]([S:27]([N:30]3[CH2:33][C:32]([F:35])([F:34])[CH2:31]3)(=[O:29])=[O:28])[CH:26]=2)[CH:11]=1)#[N:16]. (2) Given the reactants [CH2:1]([O:3][C:4]1[CH:22]=[CH:21][CH:20]=[CH:19][C:5]=1[CH2:6][O:7][C:8]1[CH:13]=[CH:12][N:11]=[C:10]2[C:14]([CH3:18])=[C:15]([CH3:17])[NH:16][C:9]=12)[CH3:2].[Cl:23][C:24]1[CH:25]=[C:26]([CH:29]=[CH:30][CH:31]=1)[CH2:27]Br, predict the reaction product. The product is: [ClH:23].[Cl:23][C:24]1[CH:25]=[C:26]([CH:29]=[CH:30][CH:31]=1)[CH2:27][N:16]1[C:9]2[C:10](=[N:11][CH:12]=[CH:13][C:8]=2[O:7][CH2:6][C:5]2[CH:19]=[CH:20][CH:21]=[CH:22][C:4]=2[O:3][CH2:1][CH3:2])[C:14]([CH3:18])=[C:15]1[CH3:17]. (3) Given the reactants [CH2:1]([O:3][C:4](=[O:22])[CH2:5][C@@H:6]([NH:13][C:14]1[C:19]([NH2:20])=[CH:18][N:17]=[C:16]([CH3:21])[CH:15]=1)[C:7]1[CH:12]=[CH:11][CH:10]=[CH:9][CH:8]=1)[CH3:2].C1N=CN([C:28](N2C=NC=C2)=[O:29])C=1, predict the reaction product. The product is: [CH2:1]([O:3][C:4](=[O:22])[CH2:5][C@@H:6]([N:13]1[C:14]2[CH:15]=[C:16]([CH3:21])[N:17]=[CH:18][C:19]=2[NH:20][C:28]1=[O:29])[C:7]1[CH:8]=[CH:9][CH:10]=[CH:11][CH:12]=1)[CH3:2]. (4) Given the reactants [C:1]([OH:10])(=[O:9])[C:2]1[C:3](=[CH:5][CH:6]=[CH:7][CH:8]=1)[OH:4].O.[OH-].[Li+:13].O, predict the reaction product. The product is: [C:1]([O-:10])(=[O:9])[C:2]1[C:3](=[CH:5][CH:6]=[CH:7][CH:8]=1)[OH:4].[Li+:13].